This data is from Forward reaction prediction with 1.9M reactions from USPTO patents (1976-2016). The task is: Predict the product of the given reaction. Given the reactants C(OC([N:8]1[C:12]2[CH:13]=[CH:14][CH:15]=[CH:16][C:11]=2[N:10]=[C:9]1[C:17]1[CH:22]=[C:21]([N:23]2[CH2:32][CH2:31][C:26]3(OCC[O:27]3)[CH2:25][CH2:24]2)[CH:20]=[CH:19][C:18]=1[Cl:33])=O)(C)(C)C.Cl, predict the reaction product. The product is: [NH:8]1[C:12]2[CH:13]=[CH:14][CH:15]=[CH:16][C:11]=2[N:10]=[C:9]1[C:17]1[CH:22]=[C:21]([N:23]2[CH2:32][CH2:31][C:26](=[O:27])[CH2:25][CH2:24]2)[CH:20]=[CH:19][C:18]=1[Cl:33].